From a dataset of Reaction yield outcomes from USPTO patents with 853,638 reactions. Predict the reaction yield, written as a fraction of the theoretical maximum amount of product (1.0 means a 100% yield; for example, 0.34 means a 34% yield). (1) The reactants are [CH3:1][C:2]1[C:14]2[C:13]3[CH2:12][CH2:11][CH2:10][CH2:9][C:8]=3[C:7](=[O:15])[NH:6][C:5]=2[N:4]([CH3:16])[N:3]=1.[Br:17]N1C(=O)CCC1=O. The catalyst is C(Cl)(Cl)Cl.CN(C=O)C.N(C(C)(C)C#N)=NC(C)(C)C#N. The product is [Br:17][CH:12]1[CH2:11][CH2:10][CH2:9][C:8]2[C:7](=[O:15])[NH:6][C:5]3[N:4]([CH3:16])[N:3]=[C:2]([CH3:1])[C:14]=3[C:13]1=2. The yield is 0.870. (2) The reactants are C([O:5][C:6](=[O:17])[C:7]1[C:12]([F:13])=[CH:11][N:10]=[CH:9][C:8]=1[CH:14]1[CH2:16][CH2:15]1)(C)(C)C. The catalyst is CO. The product is [CH:14]1([C:8]2[CH:9]=[N:10][CH:11]=[C:12]([F:13])[C:7]=2[C:6]([OH:17])=[O:5])[CH2:15][CH2:16]1. The yield is 0.920.